From a dataset of Peptide-MHC class I binding affinity with 185,985 pairs from IEDB/IMGT. Regression. Given a peptide amino acid sequence and an MHC pseudo amino acid sequence, predict their binding affinity value. This is MHC class I binding data. (1) The peptide sequence is YLDNVGVHI. The MHC is HLA-B46:01 with pseudo-sequence HLA-B46:01. The binding affinity (normalized) is 0.0847. (2) The peptide sequence is HLEEERDLKI. The MHC is HLA-A02:02 with pseudo-sequence HLA-A02:02. The binding affinity (normalized) is 0.335. (3) The peptide sequence is RQDILDLWIY. The MHC is HLA-A01:01 with pseudo-sequence HLA-A01:01. The binding affinity (normalized) is 0.362. (4) The peptide sequence is EVMPVSMAK. The MHC is HLA-A33:01 with pseudo-sequence HLA-A33:01. The binding affinity (normalized) is 0.637. (5) The peptide sequence is QVPLRPMTSK. The MHC is HLA-B27:05 with pseudo-sequence HLA-B27:05. The binding affinity (normalized) is 0. (6) The peptide sequence is TVIYRGTTF. The MHC is HLA-B18:01 with pseudo-sequence HLA-B18:01. The binding affinity (normalized) is 0.0847.